This data is from Experimentally validated miRNA-target interactions with 360,000+ pairs, plus equal number of negative samples. The task is: Binary Classification. Given a miRNA mature sequence and a target amino acid sequence, predict their likelihood of interaction. (1) The miRNA is mmu-miR-6984-3p with sequence UACUUUCUUUCCUGUCUUUCU. The protein sequence of the target gene is MAAHHRQNTAGRRKVQVSYVIRDEVEKYNRNGVNALQLDPALNRLFTAGRDSIIRIWSVNQHKQDPYIASMEHHTDWVNDVVLCCNGKTLISASSDTTVKVWNAHKGFCMSTLRTHKDYVKALAYAKDKELVASAGLDRQIFLWDVNTLTALTASNNTVTTSSLSGNKDSIYSLAMNQLGTIIVSGSTEKVLRVWDPRTCAKLMKLKGHTDNVKALLLHRDGTQCLSGSSDGTIRLWSLGQQRCIATYRVHDEGVWALQVNDAFTHVYSGGRDRKIYCTDLRNPDIRVLICEEKAPVLKM.... Result: 0 (no interaction). (2) The miRNA is hsa-miR-665 with sequence ACCAGGAGGCUGAGGCCCCU. The protein sequence of the target gene is MGTALDIKIKRANKVYHAGEVLSGVVVISSKDSVQHQGVSLTMEGTVNLQLSAKSVGVFEAFYNSVKPIQIINSTIEMVKPGKFPSGKTEIPFEFPLHLKGNKVLYETYHGVFVNIQYTLRCDMKRSLLAKDLTKTCEFIVHSAPQKGKFTPSPVDFTITPETLQNVKERALLPKFLLRGHLNSTNCVITQPLTGELVVESSEAAIRSVELQLVRVETCGCAEGYARDATEIQNIQIADGDVCRGLSVPIYMVFPRLFTCPTLETTNFKVEFEVNIVVLLHPDHLITENFPLKLCRI. Result: 1 (interaction). (3) The miRNA is hsa-miR-548j-5p with sequence AAAAGUAAUUGCGGUCUUUGGU. The protein sequence of the target gene is MPLFATNPFDQDVEKATSELNTAEDWGLILDICDKVGQSRTGPKDCLRSIMRRVNHKDPHVAMQALTLLGACVSNCGKIFHLEVCSRDFASEVSNVLNKGHPKVCEKLKALMVEWTDEFKNDPQLSLISAMIKNLKEQGVTFPAIGSQAAEQAKASPALVAKDPGTVATKKEEEDLAKAIELSLKEQRQQSAPVSTLYPSTSNLLTNHQHEGRKVRAVYDFEAAEDNELTFKAGEIITVLDDSDPNWWKGETHQGVGLFPSNFVTADLTAEPEMIKTEKKTVQFNDDVQIETIEPEPEPA.... Result: 0 (no interaction). (4) The miRNA is hsa-miR-4708-5p with sequence AGAGAUGCCGCCUUGCUCCUU. Result: 0 (no interaction). The protein sequence of the target gene is MEGEGVRNFKELRAKFQNLDAPPLPGPIKFPAGVSPKGDIGGTQSTQILANGKPLSSNHKQRTPYCSSSESQPLQPQKIKLAQKSEIPKCSNSPGPLGKSTVCSATSSQKASLLLEVTQSNVEIITKEKVMVANSFRNKLWNWEKVSSQKSEMSSALLLANYGSKAIHLEGQKGMGLTPEEPRKKLETKGAQTLPSQKHVVAPKILHNVSEDPSFVISQHIRKSWENPPPERSPASSPCQPIYECELASQAPEKQPDVRHHHLPKTKPLPSIDSLGPPPPKPSRPPIVNLQAFQRQPAAV.... (5) The miRNA is cel-miR-271 with sequence UCGCCGGGUGGAAAGCAUUC. Result: 0 (no interaction). The protein sequence of the target gene is MRSLRFISAEALVSHSQLVQENLDNIAYNLYPLLFKASYLLEQADVTRALLSHWPLEEFRLAVLLRPNTDHPEDLRDRACKACLEACMQGIADHVLKSGSNRLRVADFTGIQDVQVQQCPCGRALGRWGRTKVLARTCCQLQGQPCSAGHPIEVFADLFVTEGNFDMVVQALKPLGPAPLQVCCPSLRADSLSPGQLLQVLGLAGPGNLRKLEVVHNVRLHAGHVQQLLTQVGFPQLTSLTLPTKAFDAPPTCAPDPEGEDLLLTSIAWELSQMNQLTELSVAFSTLTGKIQTLLSPLKT....